This data is from Catalyst prediction with 721,799 reactions and 888 catalyst types from USPTO. The task is: Predict which catalyst facilitates the given reaction. (1) Reactant: [C:1](#[N:3])[CH3:2].[F:4][C:5]1[CH:41]=[CH:40][C:8]([CH2:9][CH2:10][NH:11][C:12](=[N:14][C:15]2[CH:23]=[C:22]3[C:18]([CH2:19][C@@H:20]([OH:39])[C@@H:21]3[NH:24][C:25]([C:27]3[CH:32]=[CH:31][C:30]([C:33]4[CH:38]=[CH:37][CH:36]=[CH:35][CH:34]=4)=[CH:29][CH:28]=3)=[O:26])=[CH:17][CH:16]=2)[CH3:13])=[CH:7][CH:6]=1.[OH2:42]. Product: [OH2:26].[F:4][C:5]1[CH:6]=[CH:7][C:8]([CH2:9][CH2:10][NH:11][C:12](=[N:14][C:15]2[CH:23]=[C:22]3[C:18]([CH2:19][C@@H:20]([OH:39])[C@@H:21]3[NH:24][C:25]([C:27]3[CH:32]=[CH:31][C:30]([C:33]4[CH:34]=[CH:35][CH:36]=[CH:37][CH:38]=4)=[CH:29][CH:28]=3)=[O:26])=[CH:17][CH:16]=2)[CH3:13])=[CH:40][CH:41]=1.[C:33]1([C:30]2[CH:29]=[CH:28][CH:27]=[CH:32][CH:31]=2)[CH:34]=[CH:35][C:2]([C:1]([NH:3][C@@H:21]2[C:22]3[C:18](=[CH:17][CH:16]=[C:15]([N:14]=[C:12]([NH:11][CH2:10][CH2:9][C:8]4[CH:7]=[CH:6][C:5]([F:4])=[CH:41][CH:40]=4)[CH3:13])[CH:23]=3)[CH2:19][C@H:20]2[OH:39])=[O:42])=[CH:37][CH:38]=1. The catalyst class is: 5. (2) Reactant: O.[NH2:2][NH2:3].[C:4]1([CH2:10][O:11][C:12]2[CH:17]=[CH:16][CH:15]=[CH:14][C:13]=2[C:18]2[S:22][C:21]([C:23]([O:25]CC)=O)=[CH:20][CH:19]=2)[CH:9]=[CH:8][CH:7]=[CH:6][CH:5]=1. Product: [C:4]1([CH2:10][O:11][C:12]2[CH:17]=[CH:16][CH:15]=[CH:14][C:13]=2[C:18]2[S:22][C:21]([C:23]([NH:2][NH2:3])=[O:25])=[CH:20][CH:19]=2)[CH:9]=[CH:8][CH:7]=[CH:6][CH:5]=1. The catalyst class is: 14. (3) Reactant: [CH2:1]([S:8][C:9]1[N:14]=[C:13]([CH2:15][NH:16]C(=O)OC(C)(C)C)[CH:12]=[C:11]([C:24]2[CH:29]=[CH:28][C:27]([C:30]([F:33])([F:32])[F:31])=[CH:26][CH:25]=2)[N:10]=1)[C:2]1[CH:7]=[CH:6][CH:5]=[CH:4][CH:3]=1.[ClH:34]. Product: [ClH:34].[CH2:1]([S:8][C:9]1[N:14]=[C:13]([CH2:15][NH2:16])[CH:12]=[C:11]([C:24]2[CH:29]=[CH:28][C:27]([C:30]([F:32])([F:33])[F:31])=[CH:26][CH:25]=2)[N:10]=1)[C:2]1[CH:7]=[CH:6][CH:5]=[CH:4][CH:3]=1. The catalyst class is: 12. (4) Reactant: [C:1]([CH2:3][C@@H:4]1[CH2:8][CH2:7][CH2:6][N:5]1C(OC(C)(C)C)=O)#[N:2].[ClH:16]. Product: [ClH:16].[NH:5]1[CH2:6][CH2:7][CH2:8][C@H:4]1[CH2:3][C:1]#[N:2]. The catalyst class is: 5. (5) The catalyst class is: 5. Product: [CH2:1]([N:8]([CH3:17])[C:9]1[CH:10]=[C:11]([NH:16][C:21]2[N:20]=[C:19]([OH:18])[CH:24]=[CH:23][N:22]=2)[CH:12]=[CH:13][C:14]=1[CH3:15])[C:2]1[CH:7]=[CH:6][CH:5]=[CH:4][CH:3]=1. Reactant: [CH2:1]([N:8]([CH3:17])[C:9]1[CH:10]=[C:11]([NH2:16])[CH:12]=[CH:13][C:14]=1[CH3:15])[C:2]1[CH:7]=[CH:6][CH:5]=[CH:4][CH:3]=1.[OH:18][C:19]1[CH:24]=[CH:23][N:22]=[C:21](SC)[N:20]=1. (6) Product: [CH3:1][O:2][C:3]1[CH:31]=[C:30]([O:32][CH3:33])[CH:29]=[CH:28][C:4]=1[CH2:5][N:6]1[C:10]2[N:11]=[CH:12][N:13]=[C:14]([NH:15][CH2:37][CH2:38][N:39]3[CH2:44][CH2:43][O:42][CH2:41][CH2:40]3)[C:9]=2[C:8]([C:16]2[CH:21]=[CH:20][CH:19]=[CH:18][CH:17]=2)=[C:7]1[C:22]1[CH:27]=[CH:26][CH:25]=[CH:24][CH:23]=1. Reactant: [CH3:1][O:2][C:3]1[CH:31]=[C:30]([O:32][CH3:33])[CH:29]=[CH:28][C:4]=1[CH2:5][N:6]1[C:10]2[N:11]=[CH:12][N:13]=[C:14]([NH2:15])[C:9]=2[C:8]([C:16]2[CH:21]=[CH:20][CH:19]=[CH:18][CH:17]=2)=[C:7]1[C:22]1[CH:27]=[CH:26][CH:25]=[CH:24][CH:23]=1.[OH-].[Na+].Cl[CH2:37][CH2:38][N:39]1[CH2:44][CH2:43][O:42][CH2:41][CH2:40]1. The catalyst class is: 31. (7) Reactant: [CH2:1]=[C:2]1[CH2:21][CH:5]2[C:6](=[O:20])[N:7]([C:9]3[CH:14]=[CH:13][C:12]([O:15][C:16]([F:19])([F:18])[F:17])=[CH:11][CH:10]=3)[CH2:8][CH:4]2[CH2:3]1.C1C=C(Cl)C=C(C(OO)=[O:30])C=1.C([O-])(O)=O.[Na+]. Product: [F:18][C:16]([F:17])([F:19])[O:15][C:12]1[CH:11]=[CH:10][C:9]([N:7]2[CH2:8][CH:4]3[CH2:3][C:2]4([CH2:21][CH:5]3[C:6]2=[O:20])[CH2:1][O:30]4)=[CH:14][CH:13]=1. The catalyst class is: 4.